From a dataset of M1 muscarinic receptor antagonist screen with 61,756 compounds. Binary Classification. Given a drug SMILES string, predict its activity (active/inactive) in a high-throughput screening assay against a specified biological target. (1) The molecule is S1C(Cc2c(C1)c(N1CCOCC1)nc(SCC(C)C)c2C#N)(C)C. The result is 0 (inactive). (2) The drug is S(c1n(CCC=2CCCCC2)c(=O)c2c(n1)cc(OC)c(OC)c2)Cc1c(onc1C)C. The result is 0 (inactive).